The task is: Regression. Given a peptide amino acid sequence and an MHC pseudo amino acid sequence, predict their binding affinity value. This is MHC class II binding data.. This data is from Peptide-MHC class II binding affinity with 134,281 pairs from IEDB. The peptide sequence is RDLEVVAATPTSLLI. The MHC is HLA-DPA10201-DPB11401 with pseudo-sequence HLA-DPA10201-DPB11401. The binding affinity (normalized) is 0.457.